Dataset: Reaction yield outcomes from USPTO patents with 853,638 reactions. Task: Predict the reaction yield, written as a fraction of the theoretical maximum amount of product (1.0 means a 100% yield; for example, 0.34 means a 34% yield). (1) The reactants are [CH3:1][O:2][C:3]1[CH:4]=[C:5]2[C:10](=[CH:11][C:12]=1[O:13][CH3:14])[N:9]=[CH:8][CH:7]=[C:6]2[O:15][C:16]1[CH:22]=[CH:21][C:19]([NH2:20])=[C:18]([CH3:23])[C:17]=1[CH3:24].Cl[C:26](Cl)([O:28][C:29](=[O:35])OC(Cl)(Cl)Cl)Cl.O[C:38]1[CH:39]=[C:40]([CH:43]=C[CH:45]=1)[C:41]#[N:42].C(=O)(O)[O-].[Na+]. The catalyst is C(Cl)Cl.C(N(CC)CC)C.C1(C)C=CC=CC=1. The product is [CH3:1][O:2][C:3]1[CH:4]=[C:5]2[C:10](=[CH:11][C:12]=1[O:13][CH3:14])[N:9]=[CH:8][CH:7]=[C:6]2[O:15][C:16]1[CH:22]=[CH:21][C:19]([NH:20][C:29](=[O:35])[O:28][C:26]2[CH:45]=[CH:38][CH:39]=[C:40]([C:41]#[N:42])[CH:43]=2)=[C:18]([CH3:23])[C:17]=1[CH3:24]. The yield is 0.530. (2) The reactants are [Cl:1][C:2]1[CH:19]=[CH:18][C:5]([CH2:6][O:7][C:8]2[C:9]([O:16][CH3:17])=[CH:10][C:11]([CH2:14][OH:15])=[N:12][CH:13]=2)=[CH:4][CH:3]=1.CC(OI1(OC(C)=O)(OC(C)=O)OC(=O)C2C=CC=CC1=2)=O. The catalyst is CS(C)=O. The product is [Cl:1][C:2]1[CH:19]=[CH:18][C:5]([CH2:6][O:7][C:8]2[C:9]([O:16][CH3:17])=[CH:10][C:11]([CH:14]=[O:15])=[N:12][CH:13]=2)=[CH:4][CH:3]=1. The yield is 0.720. (3) The reactants are [CH:1]1[CH:6]=[N:5][CH:4]=[C:3]2[CH2:7][O:8][C:9]3[CH:10]=[C:11]([NH:15][C:16](=[O:30])[C@H:17]([NH:22]C(=O)OC(C)(C)C)[CH2:18][CH:19]([CH3:21])[CH3:20])[CH:12]=[CH:13][C:14]=3[C:2]=12.C(O)(C(F)(F)F)=O. No catalyst specified. The product is [NH2:22][C@H:17]([CH2:18][CH:19]([CH3:21])[CH3:20])[C:16]([NH:15][C:11]1[CH:12]=[CH:13][C:14]2[C:2]3[C:3](=[CH:4][N:5]=[CH:6][CH:1]=3)[CH2:7][O:8][C:9]=2[CH:10]=1)=[O:30]. The yield is 0.120. (4) The reactants are CO[C:3]([CH:5]1[CH2:7][CH2:6]1)=[O:4].[CH:8]1([C:11](=[O:13])[CH3:12])[CH2:10][CH2:9]1.C[O-].[Na+].Cl. The catalyst is CS(C)=O.C1(C)C=CC=CC=1. The product is [CH:5]1([C:3](=[O:4])[CH2:12][C:11]([CH:8]2[CH2:10][CH2:9]2)=[O:13])[CH2:6][CH2:7]1. The yield is 0.780.